From a dataset of Full USPTO retrosynthesis dataset with 1.9M reactions from patents (1976-2016). Predict the reactants needed to synthesize the given product. (1) Given the product [F:45][C:46]1[CH:47]=[C:48]([CH:51]=[C:52]([F:54])[CH:53]=1)[CH2:49][NH:1][C:2]1[CH:3]=[CH:4][C:5]([F:40])=[C:6]([C:8]2[CH:13]=[CH:12][N:11]=[C:10]3[N:14]([S:30]([C:33]4[CH:39]=[CH:38][C:36]([CH3:37])=[CH:35][CH:34]=4)(=[O:32])=[O:31])[C:15]([C:17]4[CH2:22][CH2:21][N:20]([C:23]([O:25][C:26]([CH3:29])([CH3:28])[CH3:27])=[O:24])[CH2:19][CH:18]=4)=[CH:16][C:9]=23)[CH:7]=1, predict the reactants needed to synthesize it. The reactants are: [NH2:1][C:2]1[CH:3]=[CH:4][C:5]([F:40])=[C:6]([C:8]2[CH:13]=[CH:12][N:11]=[C:10]3[N:14]([S:30]([C:33]4[CH:39]=[CH:38][C:36]([CH3:37])=[CH:35][CH:34]=4)(=[O:32])=[O:31])[C:15]([C:17]4[CH2:22][CH2:21][N:20]([C:23]([O:25][C:26]([CH3:29])([CH3:28])[CH3:27])=[O:24])[CH2:19][CH:18]=4)=[CH:16][C:9]=23)[CH:7]=1.C(O)(=O)C.[F:45][C:46]1[CH:47]=[C:48]([CH:51]=[C:52]([F:54])[CH:53]=1)[CH:49]=O.C([BH3-])#N. (2) Given the product [I:1][C:2]1[CH:3]=[C:4]([N+:9]([O-:11])=[O:10])[C:5]([F:12])=[N:6][CH:7]=1, predict the reactants needed to synthesize it. The reactants are: [I:1][C:2]1[CH:3]=[C:4]([N+:9]([O-:11])=[O:10])[C:5](Cl)=[N:6][CH:7]=1.[F-:12].[K+].CN(C=O)C.